Dataset: Catalyst prediction with 721,799 reactions and 888 catalyst types from USPTO. Task: Predict which catalyst facilitates the given reaction. (1) The catalyst class is: 36. Reactant: [O:1]1[CH:5]=[CH:4][C:3]([C@H:6]([C:12]2[CH:17]=[CH:16][C:15]([O:18][CH2:19][C:20]3[S:21][C:22]([C:26]4[CH:31]=[CH:30][C:29]([C:32]([F:35])([F:34])[F:33])=[CH:28][CH:27]=4)=[CH:23][C:24]=3[CH3:25])=[CH:14][CH:13]=2)[CH2:7][C:8]([O:10]C)=[O:9])=[N:2]1.[Li+].[OH-]. Product: [O:1]1[CH:5]=[CH:4][C:3]([C@H:6]([C:12]2[CH:13]=[CH:14][C:15]([O:18][CH2:19][C:20]3[S:21][C:22]([C:26]4[CH:27]=[CH:28][C:29]([C:32]([F:35])([F:33])[F:34])=[CH:30][CH:31]=4)=[CH:23][C:24]=3[CH3:25])=[CH:16][CH:17]=2)[CH2:7][C:8]([OH:10])=[O:9])=[N:2]1. (2) Reactant: [F:1][C:2]1[CH:3]=[C:4]([CH:6]=[CH:7][C:8]=1[N:9]1[CH2:14][CH2:13][O:12][CH2:11][CH2:10]1)[NH2:5].C[Al](C)C.N#N.[NH:21](/[C:25](/[CH3:31])=[CH:26]\[C:27](OC)=[O:28])[C:22]([CH3:24])=O. Product: [F:1][C:2]1[CH:3]=[C:4]([N:5]2[C:27](=[O:28])[CH:26]=[C:25]([CH3:31])[N:21]=[C:22]2[CH3:24])[CH:6]=[CH:7][C:8]=1[N:9]1[CH2:14][CH2:13][O:12][CH2:11][CH2:10]1. The catalyst class is: 2. (3) Reactant: [C:1]([C:5]1[C:6]([OH:33])=[C:7]([C:16](=[O:32])[NH:17][C:18]2[CH:23]=[CH:22][C:21]([S:24]([C:27]([F:30])([F:29])[F:28])(=[O:26])=[O:25])=[CH:20][C:19]=2[Cl:31])[C:8]([CH3:15])=[C:9]([S:11](Cl)(=[O:13])=[O:12])[CH:10]=1)([CH3:4])([CH3:3])[CH3:2].[NH3:34]. Product: [C:1]([C:5]1[C:6]([OH:33])=[C:7]([C:8]([CH3:15])=[C:9]([S:11](=[O:13])(=[O:12])[NH2:34])[CH:10]=1)[C:16]([NH:17][C:18]1[CH:23]=[CH:22][C:21]([S:24]([C:27]([F:30])([F:29])[F:28])(=[O:26])=[O:25])=[CH:20][C:19]=1[Cl:31])=[O:32])([CH3:4])([CH3:3])[CH3:2]. The catalyst class is: 269. (4) Reactant: [CH3:1][O:2][C:3]1[CH:19]=[CH:18][C:6]([C:7]([CH:9]2[CH2:13][C:12](=[CH2:14])[CH2:11][CH:10]2[C:15](=[O:17])[CH3:16])=O)=[CH:5][CH:4]=1.C[O-].[Na+].CO. Product: [CH3:1][O:2][C:3]1[CH:19]=[CH:18][C:6]([C:7]2[CH:9]3[CH:10]([CH2:11][C:12](=[CH2:14])[CH2:13]3)[C:15](=[O:17])[CH:16]=2)=[CH:5][CH:4]=1. The catalyst class is: 1. (5) Reactant: [N:1]([C@@H:4]([CH:12]1[CH2:17][CH2:16][CH:15]([CH2:18][O:19][Si](C(C)C)(C(C)C)C(C)C)[CH2:14][CH2:13]1)[C:5]([N:7]1[CH2:11][CH2:10][S:9][CH2:8]1)=[O:6])=[N+:2]=[N-:3]. Product: [N:1]([C@@H:4]([CH:12]1[CH2:17][CH2:16][CH:15]([CH2:18][OH:19])[CH2:14][CH2:13]1)[C:5](=[O:6])[N:7]1[CH2:11][CH2:10][S:9][CH2:8]1)=[N+:2]=[N-:3]. The catalyst class is: 192.